Regression. Given a peptide amino acid sequence and an MHC pseudo amino acid sequence, predict their binding affinity value. This is MHC class I binding data. From a dataset of Peptide-MHC class I binding affinity with 185,985 pairs from IEDB/IMGT. (1) The peptide sequence is LLKWKKTDY. The MHC is HLA-A26:02 with pseudo-sequence HLA-A26:02. The binding affinity (normalized) is 0.0847. (2) The peptide sequence is PSYVKYRY. The MHC is Mamu-A02 with pseudo-sequence Mamu-A02. The binding affinity (normalized) is 0. (3) The peptide sequence is PLILAYFPVFRFL. The MHC is HLA-A33:01 with pseudo-sequence HLA-A33:01. The binding affinity (normalized) is 0.208. (4) The peptide sequence is VHDREGNEV. The MHC is HLA-A11:01 with pseudo-sequence HLA-A11:01. The binding affinity (normalized) is 0.0847. (5) The peptide sequence is AYFATPASV. The MHC is HLA-A31:01 with pseudo-sequence HLA-A31:01. The binding affinity (normalized) is 0.507.